Dataset: hERG Central: cardiac toxicity at 1µM, 10µM, and general inhibition. Task: Predict hERG channel inhibition at various concentrations. (1) The molecule is CCN1CCN(Cc2nc3ccc([N+](=O)[O-])cc3c(=O)n2-c2ccc(OC)cc2OC)CC1. Results: hERG_inhib (hERG inhibition (general)): blocker. (2) The molecule is CCCc1ccc2oc(C(=O)N(Cc3ccncc3)CC3CCCO3)c(C)c2c1. Results: hERG_inhib (hERG inhibition (general)): blocker. (3) The molecule is Cc1ccc(C)c(CSc2ccc3nnc(-c4ccccn4)n3n2)c1. Results: hERG_inhib (hERG inhibition (general)): blocker. (4) The compound is CCN(CCCNC(=O)C1CCC(=O)N1Cc1ccccc1Cl)c1cccc(C)c1. Results: hERG_inhib (hERG inhibition (general)): blocker. (5) The molecule is CCOC(=O)Nc1ccc2c(c1)N(C(=O)CN1CCN(C)CC1)c1ccccc1S2.Cl. Results: hERG_inhib (hERG inhibition (general)): blocker. (6) The drug is COc1ccc(C(=O)N2CCN(c3c(C)cccc3C)CC2)cc1OC. Results: hERG_inhib (hERG inhibition (general)): blocker. (7) The molecule is CCOC(=O)Cn1c(=N)n(CCOc2cccc(C)c2)c2ccccc21.Cl. Results: hERG_inhib (hERG inhibition (general)): blocker.